Dataset: Forward reaction prediction with 1.9M reactions from USPTO patents (1976-2016). Task: Predict the product of the given reaction. (1) Given the reactants C([O:5]C(NOCC(O)=O)=O)(C)(C)C.C(OCC)(=O)C.[CH:20]1([N:26]=[C:27]=[N:28][CH:29]2[CH2:34][CH2:33][CH2:32][CH2:31][CH2:30]2)[CH2:25][CH2:24][CH2:23][CH2:22][CH2:21]1.ON1C(=O)CCC1=O, predict the reaction product. The product is: [CH:29]1([NH:28][C:27]([NH:26][CH:20]2[CH2:21][CH2:22][CH2:23][CH2:24][CH2:25]2)=[O:5])[CH2:34][CH2:33][CH2:32][CH2:31][CH2:30]1. (2) Given the reactants C([O:3][C:4]([C:6]1[N:7]=[C:8]2[CH:13]=[CH:12][C:11]([CH2:14][NH:15][C:16]([O:18][C:19]([CH3:22])([CH3:21])[CH3:20])=[O:17])=[CH:10][N:9]2[CH:23]=1)=[O:5])C.O.[OH-].[Li+], predict the reaction product. The product is: [C:19]([O:18][C:16]([NH:15][CH2:14][C:11]1[CH:12]=[CH:13][C:8]2[N:9]([CH:23]=[C:6]([C:4]([OH:5])=[O:3])[N:7]=2)[CH:10]=1)=[O:17])([CH3:22])([CH3:20])[CH3:21]. (3) Given the reactants [C:1]([C:3]1[C:4]([N:12]=[CH:13][N:14](C)C)=[N:5][C:6]([CH2:9][CH2:10][CH3:11])=[CH:7][N:8]=1)#[N:2].[CH3:17][C:18]1[CH:19]=[CH:20][C:21]([S:25][C:26]2[CH:31]=[CH:30][CH:29]=[CH:28][CH:27]=2)=[C:22](N)[CH:23]=1, predict the reaction product. The product is: [CH3:17][C:18]1[CH:19]=[CH:20][C:21]([S:25][C:26]2[CH:27]=[CH:28][CH:29]=[CH:30][CH:31]=2)=[C:22]([NH:2][C:1]2[C:3]3[C:4](=[N:5][C:6]([CH2:9][CH2:10][CH3:11])=[CH:7][N:8]=3)[N:12]=[CH:13][N:14]=2)[CH:23]=1. (4) Given the reactants COC1C=CC([NH:9][CH2:10][CH2:11][CH2:12][O:13][C:14]2[CH:23]=[CH:22][C:21]3[C:16](=[CH:17][CH:18]=[CH:19][CH:20]=3)[CH:15]=2)=CC=1.C(Br)CC, predict the reaction product. The product is: [CH:15]1[C:16]2[C:21](=[CH:20][CH:19]=[CH:18][CH:17]=2)[CH:22]=[CH:23][C:14]=1[O:13][CH2:12][CH2:11][CH2:10][NH2:9].